Dataset: NCI-60 drug combinations with 297,098 pairs across 59 cell lines. Task: Regression. Given two drug SMILES strings and cell line genomic features, predict the synergy score measuring deviation from expected non-interaction effect. (1) Synergy scores: CSS=19.1, Synergy_ZIP=-10.4, Synergy_Bliss=0.112, Synergy_Loewe=-8.05, Synergy_HSA=-1.56. Cell line: A549. Drug 1: C1CN1P(=S)(N2CC2)N3CC3. Drug 2: C1=CN(C=N1)CC(O)(P(=O)(O)O)P(=O)(O)O. (2) Drug 1: COC1=CC(=CC(=C1O)OC)C2C3C(COC3=O)C(C4=CC5=C(C=C24)OCO5)OC6C(C(C7C(O6)COC(O7)C8=CC=CS8)O)O. Synergy scores: CSS=20.4, Synergy_ZIP=-11.2, Synergy_Bliss=-10.6, Synergy_Loewe=-19.5, Synergy_HSA=-8.28. Drug 2: CC1=C2C(C(=O)C3(C(CC4C(C3C(C(C2(C)C)(CC1OC(=O)C(C(C5=CC=CC=C5)NC(=O)C6=CC=CC=C6)O)O)OC(=O)C7=CC=CC=C7)(CO4)OC(=O)C)O)C)OC(=O)C. Cell line: OVCAR-4. (3) Drug 1: C1CC(=O)NC(=O)C1N2C(=O)C3=CC=CC=C3C2=O. Drug 2: COCCOC1=C(C=C2C(=C1)C(=NC=N2)NC3=CC=CC(=C3)C#C)OCCOC.Cl. Cell line: M14. Synergy scores: CSS=-1.53, Synergy_ZIP=1.25, Synergy_Bliss=2.80, Synergy_Loewe=-3.51, Synergy_HSA=-2.57. (4) Drug 1: CC(CN1CC(=O)NC(=O)C1)N2CC(=O)NC(=O)C2. Drug 2: COCCOC1=C(C=C2C(=C1)C(=NC=N2)NC3=CC=CC(=C3)C#C)OCCOC.Cl. Cell line: SK-MEL-5. Synergy scores: CSS=11.1, Synergy_ZIP=-4.90, Synergy_Bliss=-3.26, Synergy_Loewe=-2.74, Synergy_HSA=-2.33. (5) Drug 2: CC1C(C(CC(O1)OC2CC(CC3=C2C(=C4C(=C3O)C(=O)C5=C(C4=O)C(=CC=C5)OC)O)(C(=O)CO)O)N)O.Cl. Synergy scores: CSS=60.2, Synergy_ZIP=-6.22, Synergy_Bliss=-4.16, Synergy_Loewe=-0.701, Synergy_HSA=0.480. Cell line: NCI-H522. Drug 1: CCC1(C2=C(COC1=O)C(=O)N3CC4=CC5=C(C=CC(=C5CN(C)C)O)N=C4C3=C2)O.Cl. (6) Drug 1: CC1=C(C=C(C=C1)C(=O)NC2=CC(=CC(=C2)C(F)(F)F)N3C=C(N=C3)C)NC4=NC=CC(=N4)C5=CN=CC=C5. Drug 2: CN(C(=O)NC(C=O)C(C(C(CO)O)O)O)N=O. Cell line: SNB-75. Synergy scores: CSS=1.55, Synergy_ZIP=-1.21, Synergy_Bliss=-2.88, Synergy_Loewe=-1.65, Synergy_HSA=-2.23.